From a dataset of Forward reaction prediction with 1.9M reactions from USPTO patents (1976-2016). Predict the product of the given reaction. (1) Given the reactants II.[C:3]([O:7][C:8]([NH:10][CH2:11][CH2:12][CH2:13][N:14]([CH3:50])[CH2:15][CH2:16][CH2:17][NH:18][C:19]1[C:31]2[C:30]3[C:25](=[CH:26][C:27]([C:32]([O:34][CH3:35])=[O:33])=[CH:28][CH:29]=3)[NH:24][C:23]=2[N:22]=[C:21]([CH2:36][C:37]2[CH:42]=[CH:41][CH:40]=[C:39]([C:43]3([C:46]([F:49])([F:48])[F:47])[NH:45][NH:44]3)[CH:38]=2)[N:20]=1)=[O:9])([CH3:6])([CH3:5])[CH3:4].C(N(CC)CC)C, predict the reaction product. The product is: [C:3]([O:7][C:8]([NH:10][CH2:11][CH2:12][CH2:13][N:14]([CH3:50])[CH2:15][CH2:16][CH2:17][NH:18][C:19]1[C:31]2[C:30]3[C:25](=[CH:26][C:27]([C:32]([O:34][CH3:35])=[O:33])=[CH:28][CH:29]=3)[NH:24][C:23]=2[N:22]=[C:21]([CH2:36][C:37]2[CH:42]=[CH:41][CH:40]=[C:39]([C:43]3([C:46]([F:47])([F:48])[F:49])[N:44]=[N:45]3)[CH:38]=2)[N:20]=1)=[O:9])([CH3:6])([CH3:5])[CH3:4]. (2) Given the reactants [CH3:1][C:2]1[C:3]([C:21]([NH2:23])=O)=[C:4]([NH:7][C:8](=[O:20])[CH2:9][C:10]2[CH:19]=[CH:18][CH:17]=[C:16]3[C:11]=2[N:12]=[CH:13][CH:14]=[N:15]3)[S:5][CH:6]=1.C[N:25](C=O)C.NN.[CH3:31][C:32]([N:34](C)C)=O.CC(N(C)C)=O, predict the reaction product. The product is: [CH3:1][C:2]1[C:3]([C:21]2[NH:23][N:34]=[C:32]([CH3:31])[N:25]=2)=[C:4]([NH:7][C:8](=[O:20])[CH2:9][C:10]2[CH:19]=[CH:18][CH:17]=[C:16]3[C:11]=2[N:12]=[CH:13][CH:14]=[N:15]3)[S:5][CH:6]=1. (3) The product is: [C:38]([O:41][C:2]1[C:3]([CH3:17])=[C:4]2[CH2:15][CH2:14][N:13]([CH3:16])[C:5]2=[N:6][C:7]=1[CH2:8][CH2:9][CH2:10][CH2:11][CH3:12])(=[O:40])[CH3:39]. Given the reactants Br[C:2]1[C:3]([CH3:17])=[C:4]2[CH2:15][CH2:14][N:13]([CH3:16])[C:5]2=[N:6][C:7]=1[CH2:8][CH2:9][CH2:10][CH2:11][CH3:12].CN(C)CCN(C)C.[Li]CCCC.COB(OC)OC.[C:38]([O:41]O)(=[O:40])[CH3:39].C(N(CC)CC)C.C(OC(=O)C)(=O)C, predict the reaction product. (4) The product is: [Cl:23][C:19]1[CH:18]=[C:17]([CH:22]=[CH:21][CH:20]=1)[C:16]([NH:15][C:14]1[C:9]([N:6]2[CH2:7][CH2:8][CH:3]([CH:2]([N:26]3[CH2:31][CH2:30][CH2:29][CH2:28][CH2:27]3)[CH3:32])[CH2:4][CH2:5]2)=[N:10][CH:11]=[C:12]([Cl:25])[CH:13]=1)=[O:24]. Given the reactants Br[CH2:2][CH:3]1[CH2:8][CH2:7][N:6]([C:9]2[C:14]([NH:15][C:16](=[O:24])[C:17]3[CH:22]=[CH:21][CH:20]=[C:19]([Cl:23])[CH:18]=3)=[CH:13][C:12]([Cl:25])=[CH:11][N:10]=2)[CH2:5][CH2:4]1.[NH:26]1[CH2:31][CH2:30][CH2:29][CH2:28][CH2:27]1.[CH:32](N(CC)C(C)C)(C)C, predict the reaction product. (5) Given the reactants Br[C:2]1[NH:11][C:5]2=[N:6][CH:7]=[CH:8][C:9]([Cl:10])=[C:4]2[N:3]=1.O1C[CH2:16][CH:15]([N:18]2[CH:22]=[C:21](B3OC(C)(C)C(C)(C)O3)[CH:20]=[N:19]2)CC1.C(=O)([O-])[O-].[Na+].[Na+].[C:38]([O-:41])(=O)[CH3:39].[Na+].[C:43](#[N:45])[CH3:44].C1(P(C2C=CC=CC=2)C2C=CC=CC=2)CCCC1, predict the reaction product. The product is: [Cl:10][C:9]1[CH:8]=[CH:7][N:6]=[C:5]2[NH:11][C:2]([C:21]3[CH:20]=[N:19][N:18]([CH2:15][CH2:16][N:45]4[CH2:39][CH2:38][O:41][CH2:44][CH2:43]4)[CH:22]=3)=[N:3][C:4]=12.